The task is: Predict the reaction yield, written as a fraction of the theoretical maximum amount of product (1.0 means a 100% yield; for example, 0.34 means a 34% yield).. This data is from Reaction yield outcomes from USPTO patents with 853,638 reactions. (1) The reactants are [Br:1][C:2]1[NH:6][C:5]([C@@H:7]2[CH2:11][C@H:10]([CH3:12])[CH2:9][N:8]2[C:13]([O:15]C(C)(C)C)=O)=[N:4][CH:3]=1.[CH3:20][O:21][C:22]([NH:24][C@@H:25]([C@@H:29]([CH3:32])[CH2:30][CH3:31])C(O)=O)=[O:23].CN(C(ON1N=NC2C=CC=NC1=2)=[N+](C)C)C.F[P-](F)(F)(F)(F)F.CCN(C(C)C)C(C)C.C([O-])(O)=O.[Na+]. The catalyst is Cl.CCO.CN(C=O)C. The product is [Br:1][C:2]1[NH:6][C:5]([C@@H:7]2[CH2:11][C@H:10]([CH3:12])[CH2:9][N:8]2[C:13](=[O:15])[C@@H:25]([NH:24][C:22](=[O:23])[O:21][CH3:20])[C@@H:29]([CH3:32])[CH2:30][CH3:31])=[N:4][CH:3]=1. The yield is 0.810. (2) The reactants are [C:1]([CH2:3][CH2:4][C@H:5]1[C:17]2[C:16]3[C:15]([O:18][CH:19]4[CH2:24][CH2:23][CH:22]([NH:25][C:26](=[O:32])[O:27][C:28]([CH3:31])([CH3:30])[CH3:29])[CH2:21][CH2:20]4)=[N:14][CH:13]=[N:12][C:11]=3[S:10][C:9]=2[CH2:8][CH2:7][CH2:6]1)#[N:2].[OH:33][Li].O.OO. The catalyst is CO. The product is [C:1]([CH2:3][CH2:4][C@H:5]1[C:17]2[C:16]3[C:15]([O:18][CH:19]4[CH2:24][CH2:23][CH:22]([NH:25][C:26](=[O:32])[O:27][C:28]([CH3:29])([CH3:31])[CH3:30])[CH2:21][CH2:20]4)=[N:14][CH:13]=[N:12][C:11]=3[S:10][C:9]=2[CH2:8][CH2:7][CH2:6]1)(=[O:33])[NH2:2]. The yield is 0.770. (3) The reactants are [O:1]1[CH2:6][CH2:5][O:4][C:3]2[CH:7]=[C:8]([C:11]3[C:12]([CH3:29])=[C:13]([CH:26]=[CH:27][CH:28]=3)[CH2:14][O:15][C:16]3[C:23]([CH3:24])=[CH:22][C:19]([CH:20]=[O:21])=[C:18]([OH:25])[CH:17]=3)[CH:9]=[CH:10][C:2]1=2.Br[CH2:31][C:32]1[CH:33]=[CH:34][C:35]([F:40])=[C:36]([CH:39]=1)[C:37]#[N:38].C(=O)([O-])[O-].[Cs+].[Cs+].O. The catalyst is CN(C)C=O. The product is [O:1]1[CH2:6][CH2:5][O:4][C:3]2[CH:7]=[C:8]([C:11]3[C:12]([CH3:29])=[C:13]([CH:26]=[CH:27][CH:28]=3)[CH2:14][O:15][C:16]3[C:23]([CH3:24])=[CH:22][C:19]([CH:20]=[O:21])=[C:18]([CH:17]=3)[O:25][CH2:31][C:32]3[CH:33]=[CH:34][C:35]([F:40])=[C:36]([CH:39]=3)[C:37]#[N:38])[CH:9]=[CH:10][C:2]1=2. The yield is 0.750. (4) The reactants are [CH2:1]([N:8]1[CH2:14][C:13]2[N:15]=[CH:16][C:17](Cl)=[N:18][C:12]=2[O:11][CH2:10][CH2:9]1)[C:2]1[CH:7]=[CH:6][CH:5]=[CH:4][CH:3]=1.[NH:20]1[CH2:25][CH2:24][O:23][CH2:22][CH2:21]1.CC(C1C=C(C(C)C)C(C2C=CC=CC=2P(C2CCCCC2)C2CCCCC2)=C(C(C)C)C=1)C.CC(C)([O-])C.[Na+]. The catalyst is C1(C)C=CC=CC=1.C1C=CC(/C=C/C(/C=C/C2C=CC=CC=2)=O)=CC=1.C1C=CC(/C=C/C(/C=C/C2C=CC=CC=2)=O)=CC=1.C1C=CC(/C=C/C(/C=C/C2C=CC=CC=2)=O)=CC=1.[Pd].[Pd].O. The product is [CH2:1]([N:8]1[CH2:14][C:13]2[N:15]=[CH:16][C:17]([N:20]3[CH2:25][CH2:24][O:23][CH2:22][CH2:21]3)=[N:18][C:12]=2[O:11][CH2:10][CH2:9]1)[C:2]1[CH:7]=[CH:6][CH:5]=[CH:4][CH:3]=1. The yield is 0.680. (5) The reactants are C(OC([N:8]1[CH2:13][CH2:12][CH:11]([O:14][C:15]2[CH:16]=[CH:17][C:18]3[CH:22]([CH2:23][C:24]([OH:26])=[O:25])[O:21][B:20]([OH:27])[C:19]=3[CH:28]=2)[CH2:10][CH2:9]1)=O)(C)(C)C.Cl. The catalyst is O1CCOCC1. The product is [OH:27][B:20]1[C:19]2[CH:28]=[C:15]([O:14][CH:11]3[CH2:10][CH2:9][NH:8][CH2:13][CH2:12]3)[CH:16]=[CH:17][C:18]=2[CH:22]([CH2:23][C:24]([OH:26])=[O:25])[O:21]1. The yield is 0.468. (6) The reactants are C(OC([N:8]1[C@H:12]([C:13](=[O:25])[NH:14][C@H:15]2[C:24]3[C:19](=[CH:20][CH:21]=[CH:22][CH:23]=3)[CH2:18][CH2:17][CH2:16]2)[CH2:11][Si:10]([CH3:27])([CH3:26])[CH2:9]1)=O)(C)(C)C.[C:28]([OH:34])([C:30]([F:33])([F:32])[F:31])=[O:29]. The catalyst is C(Cl)Cl. The product is [OH:34][C:28]([C:30]([F:33])([F:32])[F:31])=[O:29].[CH3:26][Si:10]1([CH3:27])[CH2:11][C@@H:12]([C:13]([NH:14][C@H:15]2[C:24]3[C:19](=[CH:20][CH:21]=[CH:22][CH:23]=3)[CH2:18][CH2:17][CH2:16]2)=[O:25])[NH:8][CH2:9]1. The yield is 1.00. (7) The reactants are [CH2:1]([C@@:3]12[CH2:13][CH2:12][C:11](=[O:14])[CH2:10][C@@H:9]1[CH2:8][CH2:7][CH2:6][C:5]1[CH:15]=[C:16]([O:19][S:20]([C:23]([F:26])([F:25])[F:24])(=[O:22])=[O:21])[CH:17]=[CH:18][C:4]2=1)[CH3:2].C([C@]12CC[C:37](=[O:40])[CH2:36][C@H]1CCCC1C=C(OS(C(F)(F)F)(=O)=O)C=CC2=1)C.C(O)CO.CC1C=CC(S(O)(=O)=O)=CC=1.C([O-])(O)=O.[Na+]. The catalyst is CCOC(C)=O.C1(C)C=CC=CC=1. The product is [F:25][C:23]([F:26])([F:24])[S:20]([O:19][C:16]1[CH:17]=[CH:18][C:4]2[C:3]3([CH2:1][CH3:2])[CH2:13][CH2:12][C:11]4([O:40][CH2:37][CH2:36][O:14]4)[CH2:10][CH:9]3[CH2:8][CH2:7][CH2:6][C:5]=2[CH:15]=1)(=[O:21])=[O:22]. The yield is 0.900. (8) The reactants are CC([O-])=O.[K+].[B:15]1([B:15]2[O:19][C:18]([CH3:21])([CH3:20])[C:17]([CH3:23])([CH3:22])[O:16]2)[O:19][C:18]([CH3:21])([CH3:20])[C:17]([CH3:23])([CH3:22])[O:16]1.Br[C:25]1[CH:26]=[CH:27][C:28]([Cl:35])=[C:29]([C:31]([F:34])([F:33])[F:32])[CH:30]=1.CCOC(C)=O. The catalyst is O1CCOCC1.Cl[Pd](Cl)([P](C1C=CC=CC=1)(C1C=CC=CC=1)C1C=CC=CC=1)[P](C1C=CC=CC=1)(C1C=CC=CC=1)C1C=CC=CC=1. The product is [Cl:35][C:28]1[CH:27]=[CH:26][C:25]([B:15]2[O:16][C:17]([CH3:22])([CH3:23])[C:18]([CH3:20])([CH3:21])[O:19]2)=[CH:30][C:29]=1[C:31]([F:32])([F:33])[F:34]. The yield is 0.660. (9) The reactants are Br[C:2]1[CH:7]=[CH:6][C:5]([Br:8])=[CH:4][CH:3]=1.[CH:9]1[C:21]2[NH:20][C:19]3[C:14](=[CH:15][CH:16]=[CH:17][CH:18]=3)[C:13]=2[CH:12]=[CH:11][CH:10]=1.C(=O)([O-])[O-].[K+].[K+].C1OCCOCCOCCOCCOCCOC1. The catalyst is [Cu](I)I. The product is [Br:8][C:5]1[CH:6]=[CH:7][C:2]([N:20]2[C:21]3[CH:9]=[CH:10][CH:11]=[CH:12][C:13]=3[C:14]3[C:19]2=[CH:18][CH:17]=[CH:16][CH:15]=3)=[CH:3][CH:4]=1. The yield is 0.350.